This data is from Forward reaction prediction with 1.9M reactions from USPTO patents (1976-2016). The task is: Predict the product of the given reaction. (1) Given the reactants [N+:1]1([O-])[CH:6]=[CH:5][C:4]([C:7]([O:9][CH2:10][CH3:11])=[O:8])=[C:3]([C:12]([O:14][CH2:15][CH3:16])=[O:13])[CH:2]=1.P(Cl)(Cl)([Cl:20])=O, predict the reaction product. The product is: [Cl:20][C:6]1[N:1]=[CH:2][C:3]([C:12]([O:14][CH2:15][CH3:16])=[O:13])=[C:4]([C:7]([O:9][CH2:10][CH3:11])=[O:8])[CH:5]=1. (2) Given the reactants CN(CC1N(CCNS(C)(=O)=O)C(=O)C2C(C=1[C:15]1[CH:20]=[CH:19][CH:18]=[CH:17][CH:16]=1)=CC(OC)=CC=2)C.C[N:32]([CH2:34][C:35]1[N:36]([CH2:54]CNS(CCCC)(=O)=O)[C:37](=[O:53])[C:38]2[C:43]([C:44]=1C1C=CC=CC=1)=[CH:42][C:41]([O:51][CH3:52])=[CH:40][CH:39]=2)[CH3:33].CN([CH2:67][C:68]1[N:69](CCNS(C2SC=CC=2)(=O)=O)C(=O)[C:71]2[C:76]([C:77]=1[C:78]1C=CC=CC=1)=[CH:75][C:74]([O:84][CH3:85])=[CH:73][CH:72]=2)C.CN(CC1N(CCNS(C2C=CC=CC=2)(=O)=O)C(=O)C2C(C=1C1C=CC=CC=1)=CC([O:118]C)=CC=2)C.CN(CC1N(CCNC(C2OC=CC=2)=O)C(=O)C2C(C=1C1C=CC=CC=1)=CC(OC)=CC=2)C.Cl.CN(CC1N(CCNC(=O)CC2C=CC=CC=2)C(=O)C2C(C=1C1C=CC=CC=1)=CC(OC)=CC=2)C.CN(CC1N(CCNC(=O)C2C=CC=NC=2)C(=O)C2C(C=1C1C=CC=CC=1)=CC(OC)=CC=2)C, predict the reaction product. The product is: [CH3:85][O:84][C:74]1[CH:75]=[C:76]2[C:71](=[CH:72][CH:73]=1)[NH:69][C:68]([CH3:67])=[C:77]2[CH2:78][C:33]([NH:32][CH2:34][C:35]1[N:36]([CH3:54])[C:37](=[O:53])[C:38]2[C:43]([C:44]=1[C:15]1[CH:16]=[CH:17][CH:18]=[CH:19][CH:20]=1)=[CH:42][C:41]([O:51][CH3:52])=[CH:40][CH:39]=2)=[O:118]. (3) Given the reactants [CH3:1][C@:2]1([C:7]([OH:9])=[O:8])[CH2:6][CH2:5][CH2:4][NH:3]1.S(Cl)([Cl:12])=O.[CH3:14]O, predict the reaction product. The product is: [ClH:12].[CH3:1][C@:2]1([C:7]([O:9][CH3:14])=[O:8])[CH2:6][CH2:5][CH2:4][NH:3]1.